Dataset: CYP2C9 inhibition data for predicting drug metabolism from PubChem BioAssay. Task: Regression/Classification. Given a drug SMILES string, predict its absorption, distribution, metabolism, or excretion properties. Task type varies by dataset: regression for continuous measurements (e.g., permeability, clearance, half-life) or binary classification for categorical outcomes (e.g., BBB penetration, CYP inhibition). Dataset: cyp2c9_veith. The molecule is O=C(Nc1ccc(Cl)cc1)c1cnc(-c2ccccc2)nc1-c1ccccc1. The result is 1 (inhibitor).